Dataset: Reaction yield outcomes from USPTO patents with 853,638 reactions. Task: Predict the reaction yield, written as a fraction of the theoretical maximum amount of product (1.0 means a 100% yield; for example, 0.34 means a 34% yield). (1) The catalyst is [Pd]. The product is [CH3:1][N:2]([CH3:23])[CH2:3][CH:4]([N:6]1[C:7]2[CH:19]=[CH:18][C:10]([C:11]([N:13]([CH2:16][CH3:17])[CH2:14][CH3:15])=[O:12])=[CH:9][C:8]=2[N:20]=[C:19]1[CH2:18][C:10]1[CH:9]=[CH:8][C:27]([O:26][CH2:25][CH3:24])=[CH:29][CH:11]=1)[CH3:5]. The reactants are [CH3:1][N:2]([CH3:23])[CH2:3][CH:4]([NH:6][C:7]1[CH:19]=[CH:18][C:10]([C:11]([N:13]([CH2:16][CH3:17])[CH2:14][CH3:15])=[O:12])=[CH:9][C:8]=1[N+:20]([O-])=O)[CH3:5].[CH3:24][CH2:25][O:26][C:27]([CH3:29])=O. The yield is 0.870. (2) The reactants are [F:1][C:2]1[CH:3]=[C:4]([CH:7]=[C:8]([O:14][CH3:15])[C:9]=1[O:10][CH:11]([CH3:13])[CH3:12])[CH:5]=[O:6].CC(=CC)C.Cl([O-])=[O:22].O.P([O-])(O)(O)=O.[Na+].[OH-].[Na+]. The catalyst is O.C(O)(C)(C)C. The product is [F:1][C:2]1[CH:3]=[C:4]([CH:7]=[C:8]([O:14][CH3:15])[C:9]=1[O:10][CH:11]([CH3:12])[CH3:13])[C:5]([OH:22])=[O:6]. The yield is 0.560. (3) The reactants are [NH2:1][C:2]1[C:7]([Br:8])=[N:6][C:5]([Br:9])=[CH:4][N:3]=1.Br[CH2:11][C:12](=O)[C:13]([O:15][CH2:16][CH3:17])=[O:14].O.C(Cl)Cl. The product is [Br:9][C:5]1[N:6]=[C:7]([Br:8])[C:2]2[N:3]([CH:11]=[C:12]([C:13]([O:15][CH2:16][CH3:17])=[O:14])[N:1]=2)[CH:4]=1. The yield is 0.506. The catalyst is COC(=O)OC.